This data is from Catalyst prediction with 721,799 reactions and 888 catalyst types from USPTO. The task is: Predict which catalyst facilitates the given reaction. Reactant: Cl[C:2]1[N:7]=[CH:6][C:5]([O:8][C:9]2[CH:14]=[CH:13][C:12]([S:15]([NH:18][C:19]3[S:20][CH:21]=[CH:22][N:23]=3)(=[O:17])=[O:16])=[CH:11][C:10]=2[C:24]#[N:25])=[C:4]([C:26]2[N:30]([CH3:31])[N:29]=[CH:28][CH:27]=2)[CH:3]=1.[F:32][C:33]1[CH:38]=[CH:37][C:36](B(O)O)=[CH:35][CH:34]=1.C([O-])([O-])=O.[Na+].[Na+].O. Product: [C:24]([C:10]1[CH:11]=[C:12]([S:15]([NH:18][C:19]2[S:20][CH:21]=[CH:22][N:23]=2)(=[O:17])=[O:16])[CH:13]=[CH:14][C:9]=1[O:8][C:5]1[CH:6]=[N:7][C:2]([C:36]2[CH:37]=[CH:38][C:33]([F:32])=[CH:34][CH:35]=2)=[CH:3][C:4]=1[C:26]1[N:30]([CH3:31])[N:29]=[CH:28][CH:27]=1)#[N:25]. The catalyst class is: 427.